This data is from Reaction yield outcomes from USPTO patents with 853,638 reactions. The task is: Predict the reaction yield, written as a fraction of the theoretical maximum amount of product (1.0 means a 100% yield; for example, 0.34 means a 34% yield). (1) The reactants are CC1C2N=C(C3C=NC(OCCCC4CCN(C)CC4)=CC=3)NC=2C=CC=1.[CH3:28][C:29]1[CH:34]=[C:33]([O:35][CH2:36][CH2:37][CH2:38][CH:39]2[CH2:44][CH2:43][N:42]([CH3:45])[CH2:41][CH2:40]2)[N:32]=[CH:31][C:30]=1[CH:46]=O.[Cl:48][C:49]1[CH:54]=[C:53]([NH2:55])[C:52]([NH2:56])=[C:51]([CH3:57])[CH:50]=1. No catalyst specified. The product is [Cl:48][C:49]1[CH:50]=[C:51]([CH3:57])[C:52]2[N:56]=[C:46]([C:30]3[CH:31]=[N:32][C:33]([O:35][CH2:36][CH2:37][CH2:38][CH:39]4[CH2:44][CH2:43][N:42]([CH3:45])[CH2:41][CH2:40]4)=[CH:34][C:29]=3[CH3:28])[NH:55][C:53]=2[CH:54]=1. The yield is 0.300. (2) The reactants are [ClH:1].O1CCOCC1.OC(C(F)(F)F)=O.[C:15]1([C:21]2[O:25][C:24]([C:26]([N:28]3[CH2:33][CH2:32][N:31](C(OC(C)(C)C)=O)[CH2:30][CH:29]3[CH2:41][O:42][C:43]3[CH:44]=[N:45][CH:46]=[CH:47][CH:48]=3)=[O:27])=[CH:23][CH:22]=2)[CH:20]=[CH:19][CH:18]=[CH:17][CH:16]=1. No catalyst specified. The product is [ClH:1].[ClH:1].[C:15]1([C:21]2[O:25][C:24]([C:26]([N:28]3[CH2:33][CH2:32][NH:31][CH2:30][CH:29]3[CH2:41][O:42][C:43]3[CH:44]=[N:45][CH:46]=[CH:47][CH:48]=3)=[O:27])=[CH:23][CH:22]=2)[CH:16]=[CH:17][CH:18]=[CH:19][CH:20]=1. The yield is 0.890.